The task is: Predict which catalyst facilitates the given reaction.. This data is from Catalyst prediction with 721,799 reactions and 888 catalyst types from USPTO. (1) Reactant: [NH2:1][C:2]1[C:3](C(O)=O)=[N:4][C:5]([C:14]2[CH:19]=[CH:18][C:17](=[O:20])[N:16]([CH:21]([CH3:23])[CH3:22])[N:15]=2)=[C:6]([C:8]2[CH:13]=[CH:12][CH:11]=[CH:10][CH:9]=2)[N:7]=1. Product: [NH2:1][C:2]1[N:7]=[C:6]([C:8]2[CH:9]=[CH:10][CH:11]=[CH:12][CH:13]=2)[C:5]([C:14]2[CH:19]=[CH:18][C:17](=[O:20])[N:16]([CH:21]([CH3:23])[CH3:22])[N:15]=2)=[N:4][CH:3]=1. The catalyst class is: 262. (2) The catalyst class is: 50. Reactant: [CH3:1][C:2]1([CH3:33])[NH:7][C:6](=[O:8])[C:5]2[S:9][C:10]([N:12]3[C:17]4[CH:18]=[C:19]([NH:22][C:23]5[CH:28]=[CH:27][CH:26]=[C:25](/[CH:29]=[CH:30]/[O:31][CH3:32])[N:24]=5)[CH:20]=[CH:21][C:16]=4[O:15][CH2:14][CH2:13]3)=[N:11][C:4]=2[CH2:3]1.C1CCCCC=1. Product: [CH3:1][C:2]1([CH3:33])[NH:7][C:6](=[O:8])[C:5]2[S:9][C:10]([N:12]3[C:17]4[CH:18]=[C:19]([NH:22][C:23]5[CH:28]=[CH:27][CH:26]=[C:25]([CH2:29][CH2:30][O:31][CH3:32])[N:24]=5)[CH:20]=[CH:21][C:16]=4[O:15][CH2:14][CH2:13]3)=[N:11][C:4]=2[CH2:3]1. (3) Reactant: [CH2:1]([N:8]1[CH2:13][C@H:12]2[CH2:14][C@@H:9]1[C@@H:10]([N:15]1C(=O)C3C(=CC=CC=3)C1=O)[CH2:11]2)[C:2]1[CH:7]=[CH:6][CH:5]=[CH:4][CH:3]=1.CO.O.NN. Product: [CH2:1]([N:8]1[CH2:13][CH:12]2[CH2:14][CH:9]1[CH:10]([NH2:15])[CH2:11]2)[C:2]1[CH:3]=[CH:4][CH:5]=[CH:6][CH:7]=1. The catalyst class is: 1. (4) The catalyst class is: 105. Reactant: [N+:1]([C:4]1[CH:5]=[C:6]2[C:11](=[CH:12][CH:13]=1)[N:10]=[CH:9][CH:8]=[C:7]2[C:14]#[N:15])([O-])=O. Product: [NH2:1][C:4]1[CH:5]=[C:6]2[C:11](=[CH:12][CH:13]=1)[N:10]=[CH:9][CH:8]=[C:7]2[C:14]#[N:15]. (5) Reactant: [NH2:1][C:2]1[CH:3]=[C:4]([CH:9]=[CH:10][C:11]=1[NH:12][CH2:13][CH:14]1[CH2:19][CH2:18][O:17][CH2:16][CH2:15]1)[C:5]([O:7][CH3:8])=[O:6].[CH3:20][C:21]([CH3:26])([CH3:25])[C:22](Cl)=O. Product: [C:21]([C:26]1[N:12]([CH2:13][CH:14]2[CH2:19][CH2:18][O:17][CH2:16][CH2:15]2)[C:11]2[CH:10]=[CH:9][C:4]([C:5]([O:7][CH3:8])=[O:6])=[CH:3][C:2]=2[N:1]=1)([CH3:25])([CH3:22])[CH3:20]. The catalyst class is: 79. (6) Reactant: [CH3:1][O:2][C:3]1[N:4]=[N:5][CH:6]=[CH:7][CH:8]=1.ClC1C=C(C=CC=1)C(OOC(=O)C1C=CC=C(Cl)C=1)=[O:14].C(=O)([O-])O.[Na+]. Product: [CH3:1][O:2][C:3]1[N:4]=[N+:5]([O-:14])[CH:6]=[CH:7][CH:8]=1. The catalyst class is: 46.